This data is from Reaction yield outcomes from USPTO patents with 853,638 reactions. The task is: Predict the reaction yield, written as a fraction of the theoretical maximum amount of product (1.0 means a 100% yield; for example, 0.34 means a 34% yield). (1) The reactants are C([Si]([O:8][CH2:9][CH2:10][CH2:11][CH2:12][CH2:13][CH:14]([C:25]1[CH:30]=[CH:29][CH:28]=[CH:27][C:26]=1[CH2:31][O:32][Si:33]([C:46]([CH3:49])([CH3:48])[CH3:47])([C:40]1[CH:45]=[CH:44][CH:43]=[CH:42][CH:41]=1)[C:34]1[CH:39]=[CH:38][CH:37]=[CH:36][CH:35]=1)[S:15]([C:18]1[CH:23]=[CH:22][C:21]([Cl:24])=[CH:20][CH:19]=1)(=[O:17])=[O:16])(C)C)(C)(C)C.O.C1(C)C=CC(S(O)(=O)=O)=CC=1.C(N(CC)CC)C. The catalyst is CO. The product is [Si:33]([O:32][CH2:31][C:26]1[CH:27]=[CH:28][CH:29]=[CH:30][C:25]=1[CH:14]([S:15]([C:18]1[CH:19]=[CH:20][C:21]([Cl:24])=[CH:22][CH:23]=1)(=[O:16])=[O:17])[CH2:13][CH2:12][CH2:11][CH2:10][CH2:9][OH:8])([C:46]([CH3:49])([CH3:47])[CH3:48])([C:40]1[CH:45]=[CH:44][CH:43]=[CH:42][CH:41]=1)[C:34]1[CH:35]=[CH:36][CH:37]=[CH:38][CH:39]=1. The yield is 0.830. (2) The yield is 0.720. The catalyst is CC(C)=O. The product is [Br:4][C:5]1[CH:6]=[C:7]([C:17]([O:19][CH3:20])=[O:18])[CH:8]=[C:9]2[C:14]=1[O:13][C:12]([S:15][CH2:2][CH3:3])=[CH:11][C:10]2=[O:16]. The reactants are I[CH2:2][CH3:3].[Br:4][C:5]1[CH:6]=[C:7]([C:17]([O:19][CH3:20])=[O:18])[CH:8]=[C:9]2[C:14]=1[O:13][C:12](=[S:15])[CH:11]=[C:10]2[OH:16].C(=O)([O-])[O-].[K+].[K+].